Task: Predict the reaction yield, written as a fraction of the theoretical maximum amount of product (1.0 means a 100% yield; for example, 0.34 means a 34% yield).. Dataset: Reaction yield outcomes from USPTO patents with 853,638 reactions (1) The reactants are [Br:1][C:2]1[N:3]=[C:4]([CH:22]2[CH2:24][CH2:23]2)[N:5]([CH2:14][O:15][CH2:16][CH2:17][Si:18]([CH3:21])([CH3:20])[CH3:19])[C:6]=1[C:7]1[CH:12]=[CH:11][N:10]=[C:9](Cl)[N:8]=1.[NH4+:25].[OH-]. The catalyst is O1CCOCC1.O. The product is [Br:1][C:2]1[N:3]=[C:4]([CH:22]2[CH2:24][CH2:23]2)[N:5]([CH2:14][O:15][CH2:16][CH2:17][Si:18]([CH3:21])([CH3:20])[CH3:19])[C:6]=1[C:7]1[CH:12]=[CH:11][N:10]=[C:9]([NH2:25])[N:8]=1. The yield is 0.910. (2) The reactants are [NH2:1][C:2]1[N:7]([C:8]2[CH:13]=[CH:12][C:11]([CH2:14][C:15](O)=[O:16])=[CH:10][CH:9]=2)[C:6](=[O:18])[CH:5]=[CH:4][C:3]=1[C:19](=[O:28])[C:20]1[CH:25]=[CH:24][C:23]([F:26])=[CH:22][C:21]=1[F:27].CCN=C=NCCCN(C)C.[CH3:40][C:41]([C:44]([O:46][C:47]([CH3:50])([CH3:49])[CH3:48])=[O:45])([CH3:43])[NH2:42]. The catalyst is C(Cl)Cl.CN(C=O)C.CN(C1C=CN=CC=1)C.CCOC(C)=O. The product is [NH2:1][C:2]1[N:7]([C:8]2[CH:13]=[CH:12][C:11]([CH2:14][C:15]([NH:42][C:41]([CH3:43])([C:44]([O:46][C:47]([CH3:50])([CH3:49])[CH3:48])=[O:45])[CH3:40])=[O:16])=[CH:10][CH:9]=2)[C:6](=[O:18])[CH:5]=[CH:4][C:3]=1[C:19](=[O:28])[C:20]1[CH:25]=[CH:24][C:23]([F:26])=[CH:22][C:21]=1[F:27]. The yield is 0.440. (3) The reactants are CC(OC([N:8]1[CH2:13][CH2:12][N:11]([C:14]2[N:19]=[CH:18][C:17]([C:20]([OH:22])=O)=[CH:16][CH:15]=2)[CH2:10][CH2:9]1)=O)(C)C.ClC(N(C)C)=C(C)C.N1C=CC=CC=1.[NH2:37][C:38]1[N:42](C(OC(C)(C)C)=O)[N:41]=[C:40]([O:50][CH2:51][C:52]2[CH:57]=[C:56]([O:58][CH3:59])[CH:55]=[C:54]([O:60][CH3:61])[CH:53]=2)[CH:39]=1.Cl.O1CCOCC1. The product is [CH3:59][O:58][C:56]1[CH:57]=[C:52]([CH2:51][O:50][C:40]2[CH:39]=[C:38]([NH:37][C:20]([C:17]3[CH:18]=[N:19][C:14]([N:11]4[CH2:10][CH2:9][NH:8][CH2:13][CH2:12]4)=[CH:15][CH:16]=3)=[O:22])[NH:42][N:41]=2)[CH:53]=[C:54]([O:60][CH3:61])[CH:55]=1. The yield is 0.260. The catalyst is C1COCC1. (4) The reactants are [I:1]Cl.[Cl:3][C:4]1[CH:9]=[C:8]([NH2:10])[CH:7]=[CH:6][N:5]=1.C([O-])(=O)C.[K+]. The catalyst is C(O)(=O)C. The product is [Cl:3][C:4]1[CH:9]=[C:8]([NH2:10])[C:7]([I:1])=[CH:6][N:5]=1. The yield is 0.400. (5) The reactants are [Cl:1][C:2]1[C:3]2[N:4]([C:8]([C:18](=O)[C:19]#[CH:20])=[C:9]([C:11]3[CH:16]=[CH:15][C:14]([F:17])=[CH:13][CH:12]=3)[N:10]=2)[CH:5]=[CH:6][CH:7]=1.Cl.[CH:23]1([NH:28][C:29]([NH2:31])=[NH:30])[CH2:27][CH2:26][CH2:25][CH2:24]1.C(=O)([O-])[O-].[K+].[K+]. The catalyst is C(O)C. The product is [Cl:1][C:2]1[C:3]2[N:4]([C:8]([C:18]3[CH:19]=[CH:20][N:31]=[C:29]([NH:28][CH:23]4[CH2:27][CH2:26][CH2:25][CH2:24]4)[N:30]=3)=[C:9]([C:11]3[CH:16]=[CH:15][C:14]([F:17])=[CH:13][CH:12]=3)[N:10]=2)[CH:5]=[CH:6][CH:7]=1. The yield is 0.590. (6) The reactants are CC(C1C=C(C(C)C)C(C2C=CC=CC=2P(C2CCCCC2)C2CCCCC2)=C(C(C)C)C=1)C.C([O-])([O-])=O.[Cs+].[Cs+].[C:41]([O:45][C:46]([N:48]1[CH2:52][CH2:51][C@H:50]([O:53][C:54]2[C:55]3[CH2:63][NH:62][CH2:61][CH2:60][C:56]=3[N:57]=[CH:58][N:59]=2)[CH2:49]1)=[O:47])([CH3:44])([CH3:43])[CH3:42].Br[C:65]1[CH:66]=[C:67]([CH3:73])[C:68]([O:71][CH3:72])=[N:69][CH:70]=1. The catalyst is O1CCOCC1.C1C=CC(/C=C/C(/C=C/C2C=CC=CC=2)=O)=CC=1.C1C=CC(/C=C/C(/C=C/C2C=CC=CC=2)=O)=CC=1.C1C=CC(/C=C/C(/C=C/C2C=CC=CC=2)=O)=CC=1.[Pd].[Pd].CC(OC)(C)C.CO.CC(OC)(C)C. The product is [C:41]([O:45][C:46]([N:48]1[CH2:52][CH2:51][C@H:50]([O:53][C:54]2[C:55]3[CH2:63][N:62]([C:65]4[CH:70]=[N:69][C:68]([O:71][CH3:72])=[C:67]([CH3:73])[CH:66]=4)[CH2:61][CH2:60][C:56]=3[N:57]=[CH:58][N:59]=2)[CH2:49]1)=[O:47])([CH3:44])([CH3:42])[CH3:43]. The yield is 0.690. (7) The reactants are Cl[C:2](OCC)=[O:3].[NH2:7][N:8]1[CH:12]=[CH:11][CH:10]=[C:9]1[C:13]([NH2:15])=[O:14].N1C=CC=CC=1. The catalyst is O1CCOCC1. The product is [NH:7]1[C:2](=[O:3])[NH:15][C:13](=[O:14])[C:9]2=[CH:10][CH:11]=[CH:12][N:8]12. The yield is 0.630. (8) The reactants are [CH:1]1[CH2:6][CH2:5][CH:4]=[CH:3][CH:2]=1.C(O)(C(F)(F)F)=O.[NH2:14][C:15]1[CH:20]=[CH:19][CH:18]=[CH:17][CH:16]=1. The catalyst is C1(C)C=CC=CC=1.C1C=CC([P]([Pd]([P](C2C=CC=CC=2)(C2C=CC=CC=2)C2C=CC=CC=2)([P](C2C=CC=CC=2)(C2C=CC=CC=2)C2C=CC=CC=2)[P](C2C=CC=CC=2)(C2C=CC=CC=2)C2C=CC=CC=2)(C2C=CC=CC=2)C2C=CC=CC=2)=CC=1. The product is [CH:2]1([NH:14][C:15]2[CH:20]=[CH:19][CH:18]=[CH:17][CH:16]=2)[CH2:1][CH2:6][CH2:5][CH:4]=[CH:3]1. The yield is 0.990. (9) The reactants are [ClH:1].[NH2:2][C:3]1[N:8]=[CH:7][C:6](/[CH:9]=[CH:10]/[C:11]([OH:13])=O)=[CH:5][C:4]=1[CH2:14][N:15]1[CH2:19][CH2:18][CH2:17][CH2:16]1.Cl.[CH3:21][N:22]1[CH2:28][C:27]2[CH:29]=[C:30](/[CH:33]=[CH:34]/[C:35](O)=O)C=N[C:26]=2[NH:25][C:24](=O)[CH2:23]1.CNCC1N(C)C2C(C=1)=CC=CC=2.CNCC1C=CC2C(=CC=CC=2)C=1CCC. No catalyst specified. The product is [ClH:1].[NH2:2][C:3]1[N:8]=[CH:7][C:6](/[CH:9]=[CH:10]/[C:11]([N:25]([CH3:26])[CH2:24][C:23]2[N:22]([CH3:21])[C:28]3[C:34]([CH:35]=2)=[CH:33][CH:30]=[CH:29][CH:27]=3)=[O:13])=[CH:5][C:4]=1[CH2:14][N:15]1[CH2:19][CH2:18][CH2:17][CH2:16]1. The yield is 0.820.